From a dataset of Forward reaction prediction with 1.9M reactions from USPTO patents (1976-2016). Predict the product of the given reaction. (1) Given the reactants [CH3:1][O:2][C:3]1[CH:4]=[C:5]([S:9]([N:12]([CH2:28][CH2:29][CH2:30]OS(C)(=O)=O)[C@@H:13]([C:18]([O:20][CH2:21][C:22]2[CH:27]=[CH:26][CH:25]=[CH:24][CH:23]=2)=[O:19])[C:14]([CH3:17])([CH3:16])[CH3:15])(=[O:11])=[O:10])[CH:6]=[CH:7][CH:8]=1.C[CH2:37][N:38](C(C)C)[CH:39](C)C, predict the reaction product. The product is: [CH3:37][N:38]([CH3:39])[CH2:30][CH2:29][CH2:28][N:12]([S:9]([C:5]1[CH:6]=[CH:7][CH:8]=[C:3]([O:2][CH3:1])[CH:4]=1)(=[O:11])=[O:10])[C@@H:13]([C:18]([O:20][CH2:21][C:22]1[CH:27]=[CH:26][CH:25]=[CH:24][CH:23]=1)=[O:19])[C:14]([CH3:17])([CH3:16])[CH3:15]. (2) Given the reactants [CH3:1][N:2]1[CH2:8][CH2:7][CH2:6][N:5]([C:9]2[CH:18]=[CH:17][C:12]([C:13]([O:15]C)=O)=[CH:11][CH:10]=2)[CH2:4][CH2:3]1.[CH3:19][O:20][C:21]1[CH:22]=[C:23]([CH2:29][CH2:30][C:31]2[CH:32]=[C:33]([NH2:36])[NH:34][N:35]=2)[CH:24]=[C:25]([O:27][CH3:28])[CH:26]=1.C[Al](C)C.C1(C)C=CC=CC=1, predict the reaction product. The product is: [CH3:28][O:27][C:25]1[CH:24]=[C:23]([CH2:29][CH2:30][C:31]2[CH:32]=[C:33]([NH:36][C:13](=[O:15])[C:12]3[CH:11]=[CH:10][C:9]([N:5]4[CH2:6][CH2:7][CH2:8][N:2]([CH3:1])[CH2:3][CH2:4]4)=[CH:18][CH:17]=3)[NH:34][N:35]=2)[CH:22]=[C:21]([O:20][CH3:19])[CH:26]=1. (3) Given the reactants [N:1]1[N:5]2[C:9](=[O:10])[C:4]3[N:5]([N:1]=[CH:2][CH:3]=3)[C:9](=[O:10])[C:4]2=[CH:3][CH:2]=1.[NH2:15][C:16]1[C:17]([Cl:22])=[N:18][CH:19]=[CH:20][CH:21]=1.O, predict the reaction product. The product is: [Cl:22][C:17]1[C:16]([NH:15][C:9]([C:4]2[CH:3]=[CH:2][NH:1][N:5]=2)=[O:10])=[CH:21][CH:20]=[CH:19][N:18]=1.